This data is from Forward reaction prediction with 1.9M reactions from USPTO patents (1976-2016). The task is: Predict the product of the given reaction. (1) Given the reactants [CH3:1][O:2][C:3]1[CH:4]=[C:5]2[C:10](=[CH:11][CH:12]=1)[CH:9]=[C:8]([C:13]1[N:14]=[C:15]([C:24]([CH3:28])([CH3:27])[CH2:25]N)[NH:16][C:17]=1[C:18]1[CH:23]=[CH:22][N:21]=[CH:20][CH:19]=1)[CH:7]=[CH:6]2.O1CCCC1.CC[N:36](C(C)C)C(C)C.[CH3:43][S:44](Cl)(=[O:46])=[O:45], predict the reaction product. The product is: [CH3:1][O:2][C:3]1[CH:4]=[C:5]2[C:10](=[CH:11][CH:12]=1)[CH:9]=[C:8]([C:13]1[N:14]=[C:15]([C:24]([CH3:27])([CH3:28])[CH2:25][CH2:43][S:44]([NH2:36])(=[O:46])=[O:45])[NH:16][C:17]=1[C:18]1[CH:23]=[CH:22][N:21]=[CH:20][CH:19]=1)[CH:7]=[CH:6]2. (2) Given the reactants [ClH:1].C(OC([N:9]1[CH2:12][CH2:11][C@H:10]1[CH2:13][O:14][C:15]1[CH:16]=[N:17][CH:18]=[C:19]([C@@H:21]2[CH2:23][C@H:22]2[CH2:24][CH2:25][F:26])[CH:20]=1)=O)(C)(C)C, predict the reaction product. The product is: [ClH:1].[NH:9]1[CH2:12][CH2:11][C@H:10]1[CH2:13][O:14][C:15]1[CH:16]=[N:17][CH:18]=[C:19]([C@@H:21]2[CH2:23][C@H:22]2[CH2:24][CH2:25][F:26])[CH:20]=1. (3) Given the reactants [N+:1]([C:4]1[CH:9]=[CH:8][C:7]([CH:10]2[CH2:15][NH:14][C:13](=O)[CH2:12][S:11]2)=[CH:6][CH:5]=1)([O-:3])=[O:2].[H-].[Al+3].[Li+].[H-].[H-].[H-].[O-]S([O-])(=O)=O.[Na+].[Na+], predict the reaction product. The product is: [N+:1]([C:4]1[CH:5]=[CH:6][C:7]([CH:10]2[CH2:15][NH:14][CH2:13][CH2:12][S:11]2)=[CH:8][CH:9]=1)([O-:3])=[O:2]. (4) Given the reactants [H-].[Na+].[CH3:3][CH2:4][O:5][C:6]([CH:8](P(OCC)(OCC)=O)[CH3:9])=[O:7].[Cl:18][C:19]1[CH:20]=[C:21]([C:25]2[CH:34]=[C:33]([CH:35]=O)[C:32]([O:37][CH3:38])=[C:31]3[C:26]=2[CH:27]=[N:28][C:29]([NH:39][CH3:40])=[N:30]3)[CH:22]=[CH:23][CH:24]=1.[Cl-].[NH4+], predict the reaction product. The product is: [CH2:4]([O:5][C:6](/[C:8](/[CH3:9])=[CH:35]/[C:33]1[C:32]([O:37][CH3:38])=[C:31]2[C:26]([CH:27]=[N:28][C:29]([NH:39][CH3:40])=[N:30]2)=[C:25]([C:21]2[CH:22]=[CH:23][CH:24]=[C:19]([Cl:18])[CH:20]=2)[CH:34]=1)=[O:7])[CH3:3]. (5) The product is: [Cl:1][C:2]1[CH:9]=[CH:8][CH:7]=[C:6]([Cl:10])[C:3]=1[CH2:4][O:5][C:15]1[N:16]=[CH:17][C:18]([C:21]([OH:23])=[O:22])=[N:19][CH:20]=1. Given the reactants [Cl:1][C:2]1[CH:9]=[CH:8][CH:7]=[C:6]([Cl:10])[C:3]=1[CH2:4][OH:5].[H-].[Na+].[Li].Cl[C:15]1[N:16]=[CH:17][C:18]([C:21]([O-:23])=[O:22])=[N:19][CH:20]=1, predict the reaction product. (6) Given the reactants [C:1]([O:5][C:6]([N:8]1[C:13]2[CH:14]=[C:15]([Cl:21])[C:16]([N:18]([CH3:20])[CH3:19])=[CH:17][C:12]=2[O:11][CH:10]([C:22]([OH:24])=O)[CH2:9]1)=[O:7])([CH3:4])([CH3:3])[CH3:2].[CH:25]1[CH:30]=[CH:29][C:28]([C@H:31]([NH2:34])[CH2:32][OH:33])=[CH:27][CH:26]=1.CCN=C=NCCCN(C)C.C1C=CC2N(O)N=NC=2C=1.CCN(C(C)C)C(C)C, predict the reaction product. The product is: [C:1]([O:5][C:6]([N:8]1[C:13]2[CH:14]=[C:15]([Cl:21])[C:16]([N:18]([CH3:20])[CH3:19])=[CH:17][C:12]=2[O:11][CH:10]([C:22](=[O:24])[NH:34][CH:31]([C:28]2[CH:29]=[CH:30][CH:25]=[CH:26][CH:27]=2)[CH2:32][OH:33])[CH2:9]1)=[O:7])([CH3:4])([CH3:2])[CH3:3]. (7) The product is: [CH3:11][O:12][C:8](=[O:10])[C@@H:2]([NH:1][C:24]([O:23][C:19]([CH3:22])([CH3:21])[CH3:20])=[O:25])[CH2:3][CH2:4][C:5]([O:7][CH3:13])=[O:6]. Given the reactants [NH2:1][C@H:2]([C:8]([OH:10])=O)[CH2:3][CH2:4][C:5]([OH:7])=[O:6].[CH3:11][OH:12].[C:13]([O-])([O-])=O.[Na+].[Na+].[C:19]([O:23][C:24](O[C:24]([O:23][C:19]([CH3:22])([CH3:21])[CH3:20])=[O:25])=[O:25])([CH3:22])([CH3:21])[CH3:20], predict the reaction product.